This data is from Full USPTO retrosynthesis dataset with 1.9M reactions from patents (1976-2016). The task is: Predict the reactants needed to synthesize the given product. (1) Given the product [C:29]([O:33][C:34](=[O:43])[NH:35][C@H:36]([C@@H:38]1[CH2:42][CH2:41][N:40]([C:11]2[C:12]([O:14][CH3:15])=[C:13]3[C:8]([C:7](=[O:19])[NH:6][C:5](=[O:20])[N:4]3[CH:1]3[CH2:3][CH2:2]3)=[C:9]([CH3:18])[C:10]=2[F:17])[CH2:39]1)[CH3:37])([CH3:30])([CH3:31])[CH3:32], predict the reactants needed to synthesize it. The reactants are: [CH:1]1([N:4]2[C:13]3[C:8](=[C:9]([CH3:18])[C:10]([F:17])=[C:11](F)[C:12]=3[O:14][CH3:15])[C:7](=[O:19])[NH:6][C:5]2=[O:20])[CH2:3][CH2:2]1.CN(C)C(N(C)C)=N.[C:29]([O:33][C:34](=[O:43])[NH:35][C@H:36]([C@@H:38]1[CH2:42][CH2:41][NH:40][CH2:39]1)[CH3:37])([CH3:32])([CH3:31])[CH3:30]. (2) The reactants are: [NH:1]([C:3](=[O:11])[CH2:4][CH2:5][CH2:6][NH:7][C:8]([NH2:10])=[S:9])[NH2:2].C(N([CH2:17][CH3:18])CC)C.OC1OC(C2[CH:26]=[C:27]([NH:31][C:32]([NH2:34])=[S:33])[CH:28]=[CH:29][CH:30]=2)=NN=1.C[OH:36]. Given the product [NH:1]([C:3](=[O:11])[CH2:4][CH2:5][CH2:6][NH:7][C:8]1[S:9][CH:30]=[C:29]([C:28]2[S:33][C:32]([NH:34][C:17](=[O:36])[CH3:18])=[N:31][C:27]=2[CH3:26])[N:10]=1)[NH2:2], predict the reactants needed to synthesize it. (3) Given the product [C:1]([N:4]1[C:13]2[C:8](=[CH:9][C:10]([C:14]([NH2:29])=[O:16])=[CH:11][CH:12]=2)[C@H:7]([NH:17][C:18]2[CH:23]=[CH:22][CH:21]=[CH:20][N:19]=2)[C@@H:6]([CH3:24])[C@@H:5]1[CH:25]1[CH2:26][CH2:27]1)(=[O:3])[CH3:2], predict the reactants needed to synthesize it. The reactants are: [C:1]([N:4]1[C:13]2[C:8](=[CH:9][C:10]([C:14]([OH:16])=O)=[CH:11][CH:12]=2)[C@H:7]([NH:17][C:18]2[CH:23]=[CH:22][CH:21]=[CH:20][N:19]=2)[C@@H:6]([CH3:24])[C@@H:5]1[CH:25]1[CH2:27][CH2:26]1)(=[O:3])[CH3:2].C[N:29](C(ON1N=NC2C=CC=NC1=2)=[N+](C)C)C.F[P-](F)(F)(F)(F)F.[Cl-].[NH4+].CCN(C(C)C)C(C)C. (4) Given the product [CH3:1][O:3][C:4](=[O:31])[CH:5]([O:30][CH3:32])[CH2:6][C:7]1[CH:8]=[CH:9][C:10]([CH2:13][CH2:14][N:15]([C:23]([O:25][C:26]([CH3:27])([CH3:29])[CH3:28])=[O:24])[CH2:16][CH2:17][CH2:18][CH2:19][CH2:20][CH2:21][CH3:22])=[CH:11][CH:12]=1, predict the reactants needed to synthesize it. The reactants are: [CH2:1]([O:3][C:4](=[O:31])[CH:5]([OH:30])[CH2:6][C:7]1[CH:12]=[CH:11][C:10]([CH2:13][CH2:14][N:15]([C:23]([O:25][C:26]([CH3:29])([CH3:28])[CH3:27])=[O:24])[CH2:16][CH2:17][CH2:18][CH2:19][CH2:20][CH2:21][CH3:22])=[CH:9][CH:8]=1)C.[CH3:32]I. (5) Given the product [C:4]([O:8][C:9]([N:11]1[CH2:15][CH2:14][C@H:13]([N:16]([C:17]2[CH:18]=[CH:19][C:20]([C:23]([OH:25])=[O:24])=[CH:21][CH:22]=2)[C:28]2[CH:33]=[CH:32][C:31]([F:34])=[C:30]([Cl:35])[CH:29]=2)[CH2:12]1)=[O:10])([CH3:7])([CH3:5])[CH3:6], predict the reactants needed to synthesize it. The reactants are: C(O)C.[C:4]([O:8][C:9]([N:11]1[CH2:15][CH2:14][C@H:13]([N:16]([C:28]2[CH:33]=[CH:32][C:31]([F:34])=[C:30]([Cl:35])[CH:29]=2)[C:17]2[CH:22]=[CH:21][C:20]([C:23]([O:25]CC)=[O:24])=[CH:19][CH:18]=2)[CH2:12]1)=[O:10])([CH3:7])([CH3:6])[CH3:5].[OH-].[Na+].ClCCl. (6) Given the product [CH3:49][N:50]([CH3:56])[CH2:51][CH2:52][C:53]([O:47][CH2:46][CH2:45][C:22]1[CH:21]=[C:20]([O:19][CH2:1][CH2:2][CH2:3][CH2:4][CH2:5][CH2:6][CH2:7][CH2:8]/[CH:9]=[CH:10]\[CH2:11]/[CH:12]=[CH:13]\[CH2:14][CH2:15][CH2:16][CH2:17][CH3:18])[CH:25]=[C:24]([O:26][CH2:27][CH2:28][CH2:29][CH2:30][CH2:31][CH2:32][CH2:33][CH2:34]/[CH:35]=[CH:36]\[CH2:37]/[CH:38]=[CH:39]\[CH2:40][CH2:41][CH2:42][CH2:43][CH3:44])[CH:23]=1)=[O:54], predict the reactants needed to synthesize it. The reactants are: [CH2:1]([O:19][C:20]1[CH:21]=[C:22]([CH2:45][CH2:46][OH:47])[CH:23]=[C:24]([O:26][CH2:27][CH2:28][CH2:29][CH2:30][CH2:31][CH2:32][CH2:33][CH2:34]/[CH:35]=[CH:36]\[CH2:37]/[CH:38]=[CH:39]\[CH2:40][CH2:41][CH2:42][CH2:43][CH3:44])[CH:25]=1)[CH2:2][CH2:3][CH2:4][CH2:5][CH2:6][CH2:7][CH2:8]/[CH:9]=[CH:10]\[CH2:11]/[CH:12]=[CH:13]\[CH2:14][CH2:15][CH2:16][CH2:17][CH3:18].Cl.[CH3:49][N:50]([CH3:56])[CH2:51][CH2:52][C:53](O)=[O:54].CN(C(ON1N=NC2C=CC=NC1=2)=[N+](C)C)C.F[P-](F)(F)(F)(F)F.O.